From a dataset of Forward reaction prediction with 1.9M reactions from USPTO patents (1976-2016). Predict the product of the given reaction. (1) Given the reactants [C:1]([CH:5]1[CH2:10][CH2:9][C:8](=O)[CH:7]([CH2:12][C:13]#[CH:14])[CH2:6]1)([CH3:4])([CH3:3])[CH3:2].Cl.[NH2:16][OH:17].N1C=CC=CC=1, predict the reaction product. The product is: [C:1]([CH:5]1[CH2:10][CH2:9]/[C:8](=[N:16]/[OH:17])/[CH:7]([CH2:12][C:13]#[CH:14])[CH2:6]1)([CH3:4])([CH3:3])[CH3:2]. (2) Given the reactants [Cl:1][C:2]1[CH:7]=[C:6]([Cl:8])[CH:5]=[CH:4][C:3]=1[CH:9](O)[C:10]1[N:14]([CH2:15][CH2:16][CH2:17][NH:18][C:19](=[O:25])[O:20][C:21]([CH3:24])([CH3:23])[CH3:22])[C:13]2[C:26]([N:30]([CH2:33][CH3:34])[CH2:31][CH3:32])=[CH:27][CH:28]=[CH:29][C:12]=2[N:11]=1.C1(P(C2C=CC=CC=2)C2C=CC=CC=2)C=CC=CC=1.N(C(OCC)=O)=NC(OCC)=O.C1(C)C=CC=CC=1, predict the reaction product. The product is: [Cl:1][C:2]1[CH:7]=[C:6]([Cl:8])[CH:5]=[CH:4][C:3]=1[CH:9]1[C:10]2=[N:11][C:12]3[CH:29]=[CH:28][CH:27]=[C:26]([N:30]([CH2:33][CH3:34])[CH2:31][CH3:32])[C:13]=3[N:14]2[CH2:15][CH2:16][CH2:17][N:18]1[C:19]([O:20][C:21]([CH3:24])([CH3:23])[CH3:22])=[O:25]. (3) Given the reactants [CH:1]1([C:7]2[S:17][C:10]3[N:11]=[C:12]([CH3:16])[NH:13][C:14](=O)[C:9]=3[CH:8]=2)[CH2:6][CH2:5][CH2:4][CH2:3][CH2:2]1.C1(C)C=CC=CC=1.P(Cl)(Cl)([Cl:27])=O, predict the reaction product. The product is: [Cl:27][C:14]1[C:9]2[CH:8]=[C:7]([CH:1]3[CH2:6][CH2:5][CH2:4][CH2:3][CH2:2]3)[S:17][C:10]=2[N:11]=[C:12]([CH3:16])[N:13]=1. (4) The product is: [C:40]([N:37]1[CH2:38][CH2:39][CH:35]([NH:34][C:32]([C:5]2[C:6]3[S:10][CH:9]=[C:8]([C:11]4[CH:16]=[CH:15][C:14]([NH:17][C:18]([C:20]5[N:21]([CH3:29])[C:22]6[C:27]([CH:28]=5)=[CH:26][CH:25]=[CH:24][CH:23]=6)=[O:19])=[C:13]([O:30][CH3:31])[CH:12]=4)[C:7]=3[C:2]([NH2:1])=[N:3][CH:4]=2)=[O:33])[CH2:36]1)(=[O:42])[CH3:41]. Given the reactants [NH2:1][C:2]1[C:7]2[C:8]([C:11]3[CH:16]=[CH:15][C:14]([NH:17][C:18]([C:20]4[N:21]([CH3:29])[C:22]5[C:27]([CH:28]=4)=[CH:26][CH:25]=[CH:24][CH:23]=5)=[O:19])=[C:13]([O:30][CH3:31])[CH:12]=3)=[CH:9][S:10][C:6]=2[C:5]([C:32]([NH:34][CH:35]2[CH2:39][CH2:38][NH:37][CH2:36]2)=[O:33])=[CH:4][N:3]=1.[C:40](O)(=[O:42])[CH3:41].C(=O)([O-])[O-], predict the reaction product. (5) Given the reactants [Cl:1][C:2]1[C:10]2[S:9][C:8]([S:11]([NH:14][C:15]3[CH:16]=[C:17]([CH:21]=[CH:22][CH:23]=3)[C:18]([OH:20])=[O:19])(=[O:13])=[O:12])=[C:7]([CH3:24])[C:6]=2[CH:5]=[CH:4][CH:3]=1.CO.[C:27](N1C=CN=C1)(N1C=CN=C1)=O, predict the reaction product. The product is: [Cl:1][C:2]1[C:10]2[S:9][C:8]([S:11]([NH:14][C:15]3[CH:16]=[C:17]([CH:21]=[CH:22][CH:23]=3)[C:18]([O:20][CH3:27])=[O:19])(=[O:12])=[O:13])=[C:7]([CH3:24])[C:6]=2[CH:5]=[CH:4][CH:3]=1. (6) Given the reactants [Cl:1][C:2]1[C:10]([C:11]#[N:12])=[CH:9][CH:8]=[C:7]2[C:3]=1[CH:4]=[C:5]([CH3:13])[NH:6]2.[F:14][C:15]([F:34])([F:33])[C:16]1[CH:17]=[C:18]([C:26]2[O:30][N:29]=[C:28]([CH2:31]Cl)[N:27]=2)[CH:19]=[C:20]([C:22]([F:25])([F:24])[F:23])[CH:21]=1, predict the reaction product. The product is: [F:34][C:15]([F:14])([F:33])[C:16]1[CH:17]=[C:18]([C:26]2[O:30][N:29]=[C:28]([CH2:31][N:6]3[C:7]4[C:3](=[C:2]([Cl:1])[C:10]([C:11]#[N:12])=[CH:9][CH:8]=4)[CH:4]=[C:5]3[CH3:13])[N:27]=2)[CH:19]=[C:20]([C:22]([F:24])([F:23])[F:25])[CH:21]=1. (7) Given the reactants N[C:2]1[CH:10]=[C:9]([N+:11]([O-:13])=[O:12])[CH:8]=[CH:7][C:3]=1[C:4]([OH:6])=[O:5].S(=O)(=O)(O)O.N([O-])=O.[Na+].[I-:23].[K+], predict the reaction product. The product is: [I:23][C:2]1[CH:10]=[C:9]([N+:11]([O-:13])=[O:12])[CH:8]=[CH:7][C:3]=1[C:4]([OH:6])=[O:5]. (8) Given the reactants [Cl:1][C:2]1[C:7]2[C:8](I)=[CH:9][N:10]([C@H:11]3[CH2:15][CH2:14][N:13]([C:16]([O:18][C:19]([CH3:22])([CH3:21])[CH3:20])=[O:17])[CH2:12]3)[C:6]=2[CH:5]=[CH:4][N:3]=1.[C:24]([C:26]1[CH:31]=[C:30]([O:32][CH3:33])[CH:29]=[C:28]([O:34][CH3:35])[CH:27]=1)#[CH:25].C(N(CC)CC)C.C(OCC)(=O)C, predict the reaction product. The product is: [Cl:1][C:2]1[C:7]2[C:8]([C:25]#[C:24][C:26]3[CH:27]=[C:28]([O:34][CH3:35])[CH:29]=[C:30]([O:32][CH3:33])[CH:31]=3)=[CH:9][N:10]([C@H:11]3[CH2:15][CH2:14][N:13]([C:16]([O:18][C:19]([CH3:22])([CH3:21])[CH3:20])=[O:17])[CH2:12]3)[C:6]=2[CH:5]=[CH:4][N:3]=1. (9) Given the reactants [CH2:1]([O:3][C:4]([C:6]1[NH:7][C:8]2[C:13]([CH:14]=1)=[CH:12][C:11]([CH:15]=[CH:16][C:17]([O:19][C:20]([CH3:23])([CH3:22])[CH3:21])=[O:18])=[CH:10][CH:9]=2)=[O:5])[CH3:2], predict the reaction product. The product is: [CH2:1]([O:3][C:4]([C:6]1[NH:7][C:8]2[C:13]([CH:14]=1)=[CH:12][C:11]([CH2:15][CH2:16][C:17]([O:19][C:20]([CH3:21])([CH3:23])[CH3:22])=[O:18])=[CH:10][CH:9]=2)=[O:5])[CH3:2].